This data is from Forward reaction prediction with 1.9M reactions from USPTO patents (1976-2016). The task is: Predict the product of the given reaction. (1) Given the reactants Br[CH2:2][C:3]1[CH:8]=[CH:7][C:6]([N+:9]([O-:11])=[O:10])=[C:5]([O:12][CH3:13])[C:4]=1[Cl:14].[CH2:15]([O:17][P:18]([O:22]CC)[O:19][CH2:20][CH3:21])[CH3:16], predict the reaction product. The product is: [Cl:14][C:4]1[C:5]([O:12][CH3:13])=[C:6]([N+:9]([O-:11])=[O:10])[CH:7]=[CH:8][C:3]=1[CH2:2][P:18](=[O:22])([O:19][CH2:20][CH3:21])[O:17][CH2:15][CH3:16]. (2) Given the reactants [H-].[Na+].Cl[C:4]1[CH:9]=[CH:8][C:7]([C:10]([F:13])([F:12])[F:11])=[CH:6][N:5]=1.[CH3:14][C:15]([C:17]1[CH:22]=[CH:21][CH:20]=[C:19]([O:23][CH3:24])[CH:18]=1)=O.[OH-:25].[Na+].Cl.[NH2:28]O, predict the reaction product. The product is: [CH3:24][O:23][C:19]1[CH:18]=[C:17]([C:15](=[N:28][OH:25])[CH2:14][C:4]2[CH:9]=[CH:8][C:7]([C:10]([F:13])([F:12])[F:11])=[CH:6][N:5]=2)[CH:22]=[CH:21][CH:20]=1. (3) Given the reactants [NH2:1][C:2]1[C:7](Br)=[N:6][C:5]([Br:9])=[CH:4][N:3]=1.[NH:10]([CH2:14][CH2:15][OH:16])[CH2:11][CH2:12][OH:13], predict the reaction product. The product is: [NH2:1][C:2]1[C:7]([N:10]([CH2:14][CH2:15][OH:16])[CH2:11][CH2:12][OH:13])=[N:6][C:5]([Br:9])=[CH:4][N:3]=1. (4) Given the reactants [CH:1]1([NH:5][C:6]2[CH:13]=[C:12]([N:14]3[C:22]4[CH2:21][C:20]([CH3:24])([CH3:23])[CH2:19][C:18](=[O:25])[C:17]=4[C:16]([CH2:26][CH3:27])=[N:15]3)[CH:11]=[C:10]([F:28])[C:7]=2[C:8]#[N:9])[CH2:4][CH2:3][CH2:2]1.[OH:29]O.[OH-].[Na+], predict the reaction product. The product is: [CH:1]1([NH:5][C:6]2[CH:13]=[C:12]([N:14]3[C:22]4[CH2:21][C:20]([CH3:24])([CH3:23])[CH2:19][C:18](=[O:25])[C:17]=4[C:16]([CH2:26][CH3:27])=[N:15]3)[CH:11]=[C:10]([F:28])[C:7]=2[C:8]([NH2:9])=[O:29])[CH2:2][CH2:3][CH2:4]1. (5) Given the reactants Br[C:2]1[O:3][C:4]([C:7]([O:9][CH2:10][CH3:11])=[O:8])=[CH:5][N:6]=1.[CH:12]1(B(O)O)[CH2:14][CH2:13]1.C1(C)C=CC=CC=1.P([O-])([O-])([O-])=O.[K+].[K+].[K+], predict the reaction product. The product is: [CH:12]1([C:2]2[O:3][C:4]([C:7]([O:9][CH2:10][CH3:11])=[O:8])=[CH:5][N:6]=2)[CH2:14][CH2:13]1. (6) Given the reactants [NH2:1][C:2]1[C:3](=[O:16])[NH:4][C:5](=[S:15])[N:6]([CH2:9][C:10]2[O:11][CH:12]=[CH:13][CH:14]=2)[C:7]=1[NH2:8].[CH:17](O)=O, predict the reaction product. The product is: [O:11]1[CH:12]=[CH:13][CH:14]=[C:10]1[CH2:9][N:6]1[C:7]2[N:8]=[CH:17][NH:1][C:2]=2[C:3](=[O:16])[NH:4][C:5]1=[S:15].